Dataset: Forward reaction prediction with 1.9M reactions from USPTO patents (1976-2016). Task: Predict the product of the given reaction. (1) Given the reactants [Cl:1][C:2]1[CH:3]=[C:4]([C:12]2[S:16][N:15]=[C:14]([C:17]3[C:18]([O:36][CH3:37])=[C:19]([CH2:23][CH2:24][N:25]4[CH2:30][CH2:29][CH:28]([C:31]([O:33]CC)=[O:32])[CH2:27][CH2:26]4)[CH:20]=[CH:21][CH:22]=3)[N:13]=2)[CH:5]=[CH:6][C:7]=1[O:8][CH:9]([CH3:11])[CH3:10].[OH-].[Na+].Cl, predict the reaction product. The product is: [Cl:1][C:2]1[CH:3]=[C:4]([C:12]2[S:16][N:15]=[C:14]([C:17]3[C:18]([O:36][CH3:37])=[C:19]([CH2:23][CH2:24][N:25]4[CH2:26][CH2:27][CH:28]([C:31]([OH:33])=[O:32])[CH2:29][CH2:30]4)[CH:20]=[CH:21][CH:22]=3)[N:13]=2)[CH:5]=[CH:6][C:7]=1[O:8][CH:9]([CH3:10])[CH3:11]. (2) Given the reactants [H-].[Na+].CCCCCC.[CH2:9]([O:16][CH2:17][CH2:18][C@H:19]([OH:41])[CH2:20][O:21][C:22]([C:35]1[CH:40]=[CH:39][CH:38]=[CH:37][CH:36]=1)([C:29]1[CH:34]=[CH:33][CH:32]=[CH:31][CH:30]=1)[C:23]1[CH:28]=[CH:27][CH:26]=[CH:25][CH:24]=1)[C:10]1[CH:15]=[CH:14][CH:13]=[CH:12][CH:11]=1.CS(O[CH2:47][CH2:48][O:49][CH2:50][C:51]1[CH:56]=[CH:55][CH:54]=[CH:53][CH:52]=1)(=O)=O, predict the reaction product. The product is: [CH2:9]([O:16][CH2:17][CH2:18][C@H:19]([O:41][CH2:47][CH2:48][O:49][CH2:50][C:51]1[CH:56]=[CH:55][CH:54]=[CH:53][CH:52]=1)[CH2:20][O:21][C:22]([C:35]1[CH:36]=[CH:37][CH:38]=[CH:39][CH:40]=1)([C:23]1[CH:24]=[CH:25][CH:26]=[CH:27][CH:28]=1)[C:29]1[CH:30]=[CH:31][CH:32]=[CH:33][CH:34]=1)[C:10]1[CH:11]=[CH:12][CH:13]=[CH:14][CH:15]=1. (3) Given the reactants [Cl:1][C:2]1[CH:7]=[C:6](I)[CH:5]=[C:4]([Cl:9])[C:3]=1[O:10][CH:11]([CH3:13])[CH3:12].[CH3:14][C:15]1([CH3:31])[C:19]([CH3:21])([CH3:20])[O:18][B:17]([B:17]2[O:18][C:19]([CH3:21])([CH3:20])[C:15]([CH3:31])([CH3:14])[O:16]2)[O:16]1.C([O-])(=O)C.[K+], predict the reaction product. The product is: [Cl:1][C:2]1[CH:7]=[C:6]([B:17]2[O:18][C:19]([CH3:21])([CH3:20])[C:15]([CH3:31])([CH3:14])[O:16]2)[CH:5]=[C:4]([Cl:9])[C:3]=1[O:10][CH:11]([CH3:13])[CH3:12]. (4) Given the reactants C[C@@:2]12[C@H:11]3[CH2:12][CH2:13][C@:14]4([CH3:21])[C:18](=[O:19])[C@H:17](F)[CH2:16][C@H:15]4[C@@H:10]3[CH2:9][CH:8]=[C:7]1[CH2:6]CCC2.C(Cl)([O:27]C(F)F)C(F)(F)F.CN[C:34]1(C2C=CC=CC=2Cl)[C:39](=O)CCC[CH2:35]1.CC1C=CC=C(C)C=1NC1SCCCN=1, predict the reaction product. The product is: [CH3:6][C:7]1[CH2:2][CH2:11][C@@H:10]([C:15]([CH3:16])=[CH2:14])[CH2:9][CH:8]=1.[C:18]([O:19][CH:34]([CH3:39])[CH3:35])(=[O:27])[CH2:17][CH2:16][CH2:15][CH2:10][CH2:9][CH2:8][CH2:7][CH2:2][CH2:11][CH2:12][CH2:13][CH2:14][CH3:21]. (5) Given the reactants [C:1]([O:5][C:6]([N:8]1[C@@H:12]([CH:13]=O)[CH2:11][O:10][C:9]1([CH3:16])[CH3:15])=[O:7])([CH3:4])([CH3:3])[CH3:2].C1(P(C2C=CC=CC=2)C2C=CC=CC=2)C=CC=CC=1.[C:36](Br)(Br)([Br:38])[Br:37], predict the reaction product. The product is: [C:1]([O:5][C:6]([N:8]1[C@@H:12]([CH:13]=[C:36]([Br:38])[Br:37])[CH2:11][O:10][C:9]1([CH3:16])[CH3:15])=[O:7])([CH3:4])([CH3:3])[CH3:2].